Dataset: Reaction yield outcomes from USPTO patents with 853,638 reactions. Task: Predict the reaction yield, written as a fraction of the theoretical maximum amount of product (1.0 means a 100% yield; for example, 0.34 means a 34% yield). (1) The reactants are [OH:1][C:2]1[C:7]([C:8]([F:11])([F:10])[F:9])=[CH:6][C:5]([N+:12]([O-:14])=[O:13])=[CH:4][N:3]=1.[CH3:15][N:16]([C:20]1[CH:25]=[CH:24][CH:23]=[CH:22][CH:21]=1)[C:17](Cl)=[O:18].N12CCN(CC1)CC2. The catalyst is O1CCCC1. The product is [N+:12]([C:5]1[CH:6]=[C:7]([C:8]([F:11])([F:9])[F:10])[C:2]([O:1][C:17](=[O:18])[N:16]([CH3:15])[C:20]2[CH:25]=[CH:24][CH:23]=[CH:22][CH:21]=2)=[N:3][CH:4]=1)([O-:14])=[O:13]. The yield is 0.920. (2) The reactants are [C:1]([C:3]1[CH:8]=[CH:7][CH:6]=[CH:5][C:4]=1[C:9]1[CH:14]=[CH:13][C:12]([CH2:15][C:16]2[C:17](=[O:54])[N:18]([C@H:28]3[CH2:33][CH2:32][C@H:31]([O:34][CH:35]([CH2:41][CH2:42]OS(C4C=CC(C)=CC=4)(=O)=O)[C:36]([O:38][CH2:39][CH3:40])=[O:37])[CH2:30][CH2:29]3)[C:19]3[N:20]([N:25]=[CH:26][N:27]=3)[C:21]=2[CH2:22][CH2:23][CH3:24])=[C:11]([F:55])[CH:10]=1)#[N:2].CC(C)([O-])C.[K+].Cl. The catalyst is O1CCCC1. The product is [C:1]([C:3]1[CH:8]=[CH:7][CH:6]=[CH:5][C:4]=1[C:9]1[CH:14]=[CH:13][C:12]([CH2:15][C:16]2[C:17](=[O:54])[N:18]([C@H:28]3[CH2:33][CH2:32][C@H:31]([O:34][C:35]4([C:36]([O:38][CH2:39][CH3:40])=[O:37])[CH2:42][CH2:41]4)[CH2:30][CH2:29]3)[C:19]3[N:20]([N:25]=[CH:26][N:27]=3)[C:21]=2[CH2:22][CH2:23][CH3:24])=[C:11]([F:55])[CH:10]=1)#[N:2]. The yield is 0.150. (3) The reactants are [NH2:1][CH2:2][CH2:3][C:4]1[C:12]2[C:7](=[CH:8][CH:9]=[CH:10][CH:11]=2)[NH:6][CH:5]=1.C(=O)([O-])[O-].[K+].[K+].Br[CH2:20][CH2:21][O:22][Si:23]([C:26]([CH3:29])([CH3:28])[CH3:27])([CH3:25])[CH3:24]. The catalyst is C(#N)C. The product is [NH:6]1[C:7]2[C:12](=[CH:11][CH:10]=[CH:9][CH:8]=2)[C:4]([CH2:3][CH2:2][NH:1][CH2:20][CH2:21][O:22][Si:23]([C:26]([CH3:29])([CH3:28])[CH3:27])([CH3:25])[CH3:24])=[CH:5]1. The yield is 0.380. (4) The reactants are [F:1][C:2]1[CH:3]=[C:4]([N:18]2[CH2:23][CH2:22][N:21](C(OC(C)(C)C)=O)[CH2:20][CH2:19]2)[CH:5]=[CH:6][C:7]=1[O:8][CH2:9][CH2:10][CH2:11][N:12]1[CH2:17][CH2:16][CH2:15][CH2:14][CH2:13]1.C(Cl)Cl. The catalyst is C(O)(C(F)(F)F)=O. The product is [F:1][C:2]1[CH:3]=[C:4]([N:18]2[CH2:19][CH2:20][NH:21][CH2:22][CH2:23]2)[CH:5]=[CH:6][C:7]=1[O:8][CH2:9][CH2:10][CH2:11][N:12]1[CH2:13][CH2:14][CH2:15][CH2:16][CH2:17]1. The yield is 0.900. (5) The reactants are Cl[C:2]1[CH:3]=[CH:4][C:5]2[O:14][CH2:13][CH2:12][C:11]3[CH:10]=[C:9]([C:15]4[N:16]([C:20]5[CH:25]=[CH:24][C:23]([F:26])=[CH:22][C:21]=5[F:27])[N:17]=[CH:18][N:19]=4)[S:8][C:7]=3[C:6]=2[N:28]=1.[CH3:29][N:30]1[CH2:34][CH2:33][CH:32]([CH2:35][NH2:36])[CH2:31]1.C(N1CCN2CCN(CCCC)P1N(CCCC)CC2)CCC. The catalyst is O1CCOCC1.CC([O-])=O.CC([O-])=O.[Pd+2]. The product is [F:27][C:21]1[CH:22]=[C:23]([F:26])[CH:24]=[CH:25][C:20]=1[N:16]1[C:15]([C:9]2[S:8][C:7]3[C:6]4[N:28]=[C:2]([NH:36][CH2:35][CH:32]5[CH2:33][CH2:34][N:30]([CH3:29])[CH2:31]5)[CH:3]=[CH:4][C:5]=4[O:14][CH2:13][CH2:12][C:11]=3[CH:10]=2)=[N:19][CH:18]=[N:17]1. The yield is 0.340. (6) The reactants are C([O:3][C:4](=[O:12])[C:5]([F:11])([F:10])[CH:6]([OH:9])[CH2:7][CH3:8])C.CO.[OH-].[Na+].Cl. The catalyst is O. The product is [F:10][C:5]([F:11])([CH:6]([OH:9])[CH2:7][CH3:8])[C:4]([OH:12])=[O:3]. The yield is 0.980. (7) The reactants are [Br:1][C:2]1[CH:7]=[CH:6][N:5]=[C:4]([CH3:8])[CH:3]=1.C1C(=O)N([Br:16])C(=O)C1. The catalyst is C(Cl)(Cl)(Cl)Cl.C([O-])(O)=O.[Na+]. The product is [Br:1][C:2]1[CH:7]=[CH:6][N:5]=[C:4]([CH2:8][Br:16])[CH:3]=1. The yield is 0.360. (8) The reactants are Br[C:2]1[C:6](=[O:7])[C:5]([CH3:9])([CH3:8])[O:4][C:3]=1[C:10]1[CH:11]=[CH:12][C:13]([O:18][CH3:19])=[C:14]([CH:17]=1)[C:15]#[N:16].CC1(C)C(C)(C)OB([C:28]2[CH:45]=[CH:44][C:31]([O:32][CH2:33][C:34]3[CH:43]=[CH:42][C:41]4[C:36](=[CH:37][CH:38]=[CH:39][CH:40]=4)[N:35]=3)=[CH:30][CH:29]=2)O1. The catalyst is C1(C)C=CC=CC=1.O.C1C=CC(P(C2C=CC=CC=2)[C-]2C=CC=C2)=CC=1.C1C=CC(P(C2C=CC=CC=2)[C-]2C=CC=C2)=CC=1.Cl[Pd]Cl.[Fe+2]. The product is [CH3:8][C:5]1([CH3:9])[O:4][C:3]([C:10]2[CH:11]=[CH:12][C:13]([O:18][CH3:19])=[C:14]([CH:17]=2)[C:15]#[N:16])=[C:2]([C:28]2[CH:29]=[CH:30][C:31]([O:32][CH2:33][C:34]3[CH:43]=[CH:42][C:41]4[C:36](=[CH:37][CH:38]=[CH:39][CH:40]=4)[N:35]=3)=[CH:44][CH:45]=2)[C:6]1=[O:7]. The yield is 0.580.